Dataset: Catalyst prediction with 721,799 reactions and 888 catalyst types from USPTO. Task: Predict which catalyst facilitates the given reaction. Reactant: [C:1]([C@H:5]1[CH2:10][CH2:9][C@H:8]([C:11]([OH:13])=O)[CH2:7][CH2:6]1)([CH3:4])([CH3:3])[CH3:2].[CH3:14][Li]. Product: [C:1]([C@H:5]1[CH2:6][CH2:7][C@H:8]([C:11](=[O:13])[CH3:14])[CH2:9][CH2:10]1)([CH3:2])([CH3:3])[CH3:4]. The catalyst class is: 27.